Dataset: Catalyst prediction with 721,799 reactions and 888 catalyst types from USPTO. Task: Predict which catalyst facilitates the given reaction. (1) Reactant: [Cl:1][C:2]1[CH:7]=[CH:6][C:5]([C:8](=[O:10])[CH3:9])=[C:4]([NH:11][C:12]2[CH:17]=[CH:16][CH:15]=[CH:14][CH:13]=2)[CH:3]=1.[CH3:18][O:19][C:20](=[O:29])[C:21]1[CH:26]=[CH:25][C:24]([CH:27]=O)=[CH:23][CH:22]=1.[OH-].[Na+]. Product: [CH3:18][O:19][C:20](=[O:29])[C:21]1[CH:26]=[CH:25][C:24](/[CH:27]=[CH:9]/[C:8]([C:5]2[CH:6]=[CH:7][C:2]([Cl:1])=[CH:3][C:4]=2[NH:11][C:12]2[CH:13]=[CH:14][CH:15]=[CH:16][CH:17]=2)=[O:10])=[CH:23][CH:22]=1. The catalyst class is: 5. (2) Reactant: C1(C2C=CC=CC=2)C=CC=CC=1P(C(C)(C)C)C(C)(C)C.Br[C:23]1[CH:24]=[C:25]([C:29]2([NH:35][CH2:36][C@@H:37]([OH:52])[C@@H:38]([NH:48][C:49](=[O:51])[CH3:50])[CH2:39][C:40]3[CH:45]=[C:44]([F:46])[CH:43]=[C:42]([F:47])[CH:41]=3)[CH2:34][CH2:33][CH2:32][CH2:31][CH2:30]2)[CH:26]=[CH:27][CH:28]=1.[CH3:53][C:54]1[CH:55]=[C:56](B(O)O)[S:57][CH:58]=1.[F-].[K+]. Product: [F:47][C:42]1[CH:41]=[C:40]([CH:45]=[C:44]([F:46])[CH:43]=1)[CH2:39][C@H:38]([NH:48][C:49](=[O:51])[CH3:50])[C@H:37]([OH:52])[CH2:36][NH:35][C:29]1([C:25]2[CH:26]=[CH:27][CH:28]=[C:23]([C:56]3[S:57][CH:58]=[C:54]([CH3:53])[CH:55]=3)[CH:24]=2)[CH2:34][CH2:33][CH2:32][CH2:31][CH2:30]1. The catalyst class is: 848. (3) Product: [OH:26][NH:29][C:21](=[O:22])[CH2:20][C@H:17]1[CH2:16][CH2:15][C@H:14]([C:11]2[CH:12]=[CH:13][C:8]([C:5]3[NH:6][N:7]=[C:3]([C:2]([F:1])([F:24])[F:25])[CH:4]=3)=[CH:9][CH:10]=2)[CH2:19][CH2:18]1. Reactant: [F:1][C:2]([F:25])([F:24])[C:3]1[NH:7][N:6]=[C:5]([C:8]2[CH:13]=[CH:12][C:11]([C@H:14]3[CH2:19][CH2:18][C@H:17]([CH2:20][C:21](O)=[O:22])[CH2:16][CH2:15]3)=[CH:10][CH:9]=2)[CH:4]=1.[OH-:26].[Na+].Cl.[NH2:29]O.Cl. The catalyst class is: 5. (4) Reactant: OO.[Cl:3][C:4]1[CH:5]=[C:6]([CH2:12][C:13]#[N:14])[CH:7]=[C:8]([O:10][CH3:11])[CH:9]=1.C([O-])([O-])=[O:16].[K+].[K+]. Product: [Cl:3][C:4]1[CH:5]=[C:6]([CH2:12][C:13]([NH2:14])=[O:16])[CH:7]=[C:8]([O:10][CH3:11])[CH:9]=1. The catalyst class is: 374. (5) Reactant: CS(C)=O.C(Cl)(=O)C(Cl)=O.[C:11]([O:15][C:16](=[O:24])[NH:17][C:18]([CH3:23])([CH3:22])[CH2:19][CH2:20][OH:21])([CH3:14])([CH3:13])[CH3:12].C(N(CC)CC)C. Product: [C:11]([O:15][C:16]([NH:17][C:18]([CH3:23])([CH3:22])[CH2:19][CH:20]=[O:21])=[O:24])([CH3:14])([CH3:13])[CH3:12]. The catalyst class is: 4. (6) The catalyst class is: 253. Reactant: [CH2:1]([O:8][C:9]1[CH:10]=[C:11]([CH:20]=[CH:21][CH:22]=1)[O:12][C:13]1[S:17][C:16]([CH2:18][NH2:19])=[CH:15][CH:14]=1)[C:2]1[CH:7]=[CH:6][CH:5]=[CH:4][CH:3]=1.[N:23]1[C:32]2[C:27](=[CH:28][C:29]([C:33](O)=[O:34])=[CH:30][CH:31]=2)[CH:26]=[CH:25][CH:24]=1.F[P-](F)(F)(F)(F)F.N1(O[P+](N(C)C)(N(C)C)N(C)C)C2C=CC=CC=2N=N1.C(N(CC)CC)C. Product: [CH2:1]([O:8][C:9]1[CH:10]=[C:11]([CH:20]=[CH:21][CH:22]=1)[O:12][C:13]1[S:17][C:16]([CH2:18][NH:19][C:33]([C:29]2[CH:28]=[C:27]3[C:32](=[CH:31][CH:30]=2)[N:23]=[CH:24][CH:25]=[CH:26]3)=[O:34])=[CH:15][CH:14]=1)[C:2]1[CH:3]=[CH:4][CH:5]=[CH:6][CH:7]=1. (7) Reactant: [Si]([O:8][C:9]1[CH:33]=[CH:32][C:12]([O:13][C:14]2[CH:19]=[CH:18][C:17]([C:20]3[C:25]4=[N:26][S:27](=[O:31])(=[O:30])[CH2:28][CH2:29][N:24]4[CH:23]=[CH:22][CH:21]=3)=[CH:16][CH:15]=2)=[CH:11][CH:10]=1)(C(C)(C)C)(C)C.[F-].C([N+](CCCC)(CCCC)CCCC)CCC. Product: [O:31]=[S:27]1(=[O:30])[CH2:28][CH2:29][N:24]2[CH:23]=[CH:22][CH:21]=[C:20]([C:17]3[CH:18]=[CH:19][C:14]([O:13][C:12]4[CH:32]=[CH:33][C:9]([OH:8])=[CH:10][CH:11]=4)=[CH:15][CH:16]=3)[C:25]2=[N:26]1. The catalyst class is: 1. (8) Reactant: Cl[C:2]1[N:11]=[C:10]([N:12]2[CH2:16][CH2:15][C@H:14]([CH2:17][OH:18])[CH2:13]2)[C:9]2[C:8](=[O:19])[N:7]([CH3:20])[CH:6]=[N:5][C:4]=2[CH:3]=1.CC1(C)C(C)(C)OB([C:29]2[CH:34]=[CH:33][C:32]([N:35]3[CH2:40][CH2:39][O:38][CH2:37][CH2:36]3)=[CH:31][CH:30]=2)O1.C([O-])([O-])=O.[K+].[K+].CC(O)C. Product: [OH:18][CH2:17][C@H:14]1[CH2:15][CH2:16][N:12]([C:10]2[C:9]3[C:8](=[O:19])[N:7]([CH3:20])[CH:6]=[N:5][C:4]=3[CH:3]=[C:2]([C:29]3[CH:30]=[CH:31][C:32]([N:35]4[CH2:36][CH2:37][O:38][CH2:39][CH2:40]4)=[CH:33][CH:34]=3)[N:11]=2)[CH2:13]1. The catalyst class is: 103. (9) Reactant: [H-].[Na+].N#N.[F:5][C:6]([F:13])([F:12])[C:7]1[CH:11]=[CH:10][NH:9][N:8]=1.C(Cl)[C:15]1[CH:20]=[CH:19][CH:18]=CC=1.[CH3:22][N:23](C=O)C. Product: [CH:20]1([CH2:15][N:9]2[C:10]([CH2:22][NH2:23])=[CH:11][C:7]([C:6]([F:13])([F:12])[F:5])=[N:8]2)[CH2:18][CH2:19]1. The catalyst class is: 81.